The task is: Predict the reactants needed to synthesize the given product.. This data is from Full USPTO retrosynthesis dataset with 1.9M reactions from patents (1976-2016). Given the product [CH2:24]([NH:1][C:2]1[CH:3]=[C:4]([C:8]2[N:13]3[N:14]=[CH:15][C:16]([C:17]([C:19]4[S:20][CH:21]=[CH:22][CH:23]=4)=[O:18])=[C:12]3[N:11]=[CH:10][CH:9]=2)[CH:5]=[CH:6][CH:7]=1)[CH2:25][CH2:26][CH3:27], predict the reactants needed to synthesize it. The reactants are: [NH2:1][C:2]1[CH:3]=[C:4]([C:8]2[N:13]3[N:14]=[CH:15][C:16]([C:17]([C:19]4[S:20][CH:21]=[CH:22][CH:23]=4)=[O:18])=[C:12]3[N:11]=[CH:10][CH:9]=2)[CH:5]=[CH:6][CH:7]=1.[CH:24](=O)[CH2:25][CH2:26][CH3:27].